From a dataset of Reaction yield outcomes from USPTO patents with 853,638 reactions. Predict the reaction yield, written as a fraction of the theoretical maximum amount of product (1.0 means a 100% yield; for example, 0.34 means a 34% yield). (1) The reactants are [S:1]1[CH:5]=[CH:4][N:3]=[C:2]1[CH:6]([CH3:12])[C:7]([O:9]CC)=[O:8].[OH-].[Na+]. The catalyst is CO. The product is [S:1]1[CH:5]=[CH:4][N:3]=[C:2]1[CH:6]([CH3:12])[C:7]([OH:9])=[O:8]. The yield is 0.0100. (2) The reactants are [Cl:1][C:2]1[CH:7]=[CH:6][C:5]([C:8]2[CH:13]=[N:12][N:11]3[C:14](=[O:17])[NH:15][N:16]=[C:10]3[C:9]=2[C:18]2[CH:23]=[CH:22][N:21]=[CH:20][CH:19]=2)=[CH:4][CH:3]=1.C([O-])([O-])=O.[K+].[K+].[Cl:30][C:31]1[CH:36]=[CH:35][C:34]([CH2:37]Cl)=[CH:33][N:32]=1. The catalyst is CN(C=O)C.O. The product is [Cl:1][C:2]1[CH:7]=[CH:6][C:5]([C:8]2[CH:13]=[N:12][N:11]3[C:14](=[O:17])[N:15]([CH2:37][C:34]4[CH:33]=[N:32][C:31]([Cl:30])=[CH:36][CH:35]=4)[N:16]=[C:10]3[C:9]=2[C:18]2[CH:23]=[CH:22][N:21]=[CH:20][CH:19]=2)=[CH:4][CH:3]=1. The yield is 0.520.